Dataset: Peptide-MHC class II binding affinity with 134,281 pairs from IEDB. Task: Regression. Given a peptide amino acid sequence and an MHC pseudo amino acid sequence, predict their binding affinity value. This is MHC class II binding data. (1) The peptide sequence is YDKFLANVSTVHTGK. The MHC is DRB1_0401 with pseudo-sequence DRB1_0401. The binding affinity (normalized) is 0.632. (2) The peptide sequence is GELQIVDKIDAAFKC. The MHC is DRB1_0404 with pseudo-sequence DRB1_0404. The binding affinity (normalized) is 0.419. (3) The peptide sequence is AAATAGTTVYGADAA. The MHC is HLA-DQA10401-DQB10402 with pseudo-sequence HLA-DQA10401-DQB10402. The binding affinity (normalized) is 0.262. (4) The peptide sequence is GFYTTGAVRQIFGDYKTT. The MHC is DRB1_1501 with pseudo-sequence DRB1_1501. The binding affinity (normalized) is 0.132. (5) The peptide sequence is NRNNTFKPFAEYKSD. The MHC is DRB1_1501 with pseudo-sequence DRB1_1501. The binding affinity (normalized) is 0.333. (6) The peptide sequence is EGGAHLVQDDVIPAN. The MHC is DRB1_1501 with pseudo-sequence DRB1_1501. The binding affinity (normalized) is 0.155. (7) The peptide sequence is FSTGLIIQGLKLMNS. The MHC is DRB3_0101 with pseudo-sequence DRB3_0101. The binding affinity (normalized) is 0.374.